From a dataset of Peptide-MHC class I binding affinity with 185,985 pairs from IEDB/IMGT. Regression. Given a peptide amino acid sequence and an MHC pseudo amino acid sequence, predict their binding affinity value. This is MHC class I binding data. (1) The peptide sequence is DAELIEANL. The MHC is Patr-B0101 with pseudo-sequence Patr-B0101. The binding affinity (normalized) is 0.105. (2) The MHC is HLA-B27:05 with pseudo-sequence HLA-B27:05. The binding affinity (normalized) is 0.489. The peptide sequence is ARGETYGRL. (3) The peptide sequence is FLPSDYFPSL. The MHC is HLA-A02:05 with pseudo-sequence HLA-A02:05. The binding affinity (normalized) is 0.741. (4) The peptide sequence is IIRLHSDASK. The MHC is HLA-A68:01 with pseudo-sequence HLA-A68:01. The binding affinity (normalized) is 0.149. (5) The peptide sequence is AAVDLSHFL. The MHC is HLA-B54:01 with pseudo-sequence HLA-B54:01. The binding affinity (normalized) is 0. (6) The peptide sequence is LLCGALIAFL. The MHC is HLA-A02:01 with pseudo-sequence HLA-A02:01. The binding affinity (normalized) is 0.624.